This data is from Peptide-MHC class I binding affinity with 185,985 pairs from IEDB/IMGT. The task is: Regression. Given a peptide amino acid sequence and an MHC pseudo amino acid sequence, predict their binding affinity value. This is MHC class I binding data. (1) The peptide sequence is GEYRSGNNL. The MHC is HLA-A03:01 with pseudo-sequence HLA-A03:01. The binding affinity (normalized) is 0.0847. (2) The peptide sequence is DPEKFNARMA. The MHC is HLA-B53:01 with pseudo-sequence HLA-B53:01. The binding affinity (normalized) is 0.0104.